Dataset: Catalyst prediction with 721,799 reactions and 888 catalyst types from USPTO. Task: Predict which catalyst facilitates the given reaction. Reactant: [Cl:1][C:2]1[N:10]=[C:9]([Cl:11])[CH:8]=[CH:7][C:3]=1[C:4]([OH:6])=[O:5].[C:12](=O)([O-])[O-].[K+].[K+].COS(OC)(=O)=O. Product: [CH3:12][O:5][C:4](=[O:6])[C:3]1[CH:7]=[CH:8][C:9]([Cl:11])=[N:10][C:2]=1[Cl:1]. The catalyst class is: 21.